Dataset: Catalyst prediction with 721,799 reactions and 888 catalyst types from USPTO. Task: Predict which catalyst facilitates the given reaction. (1) Reactant: [NH2:1][CH2:2][CH2:3][CH2:4][C@H:5]([NH:13][C:14]([C:16]1[C:17](=[O:35])[N:18]([CH:22]([C:29]2[CH:34]=[CH:33][CH:32]=[CH:31][CH:30]=2)[C:23]2[CH:28]=[CH:27][CH:26]=[CH:25][CH:24]=2)[CH:19]=[CH:20][CH:21]=1)=[O:15])[C:6]([O:8][C:9]([CH3:12])([CH3:11])[CH3:10])=[O:7].[C:36](OC(=O)C)(=[O:38])[CH3:37]. Product: [C:36]([NH:1][CH2:2][CH2:3][CH2:4][C@H:5]([NH:13][C:14]([C:16]1[C:17](=[O:35])[N:18]([CH:22]([C:29]2[CH:34]=[CH:33][CH:32]=[CH:31][CH:30]=2)[C:23]2[CH:28]=[CH:27][CH:26]=[CH:25][CH:24]=2)[CH:19]=[CH:20][CH:21]=1)=[O:15])[C:6]([O:8][C:9]([CH3:12])([CH3:11])[CH3:10])=[O:7])(=[O:38])[CH3:37]. The catalyst class is: 300. (2) Reactant: [Br:1][C:2]1[CH:7]=[CH:6][C:5]([CH:8](C(OC)=O)[C:9]([O:11][CH3:12])=[O:10])=[C:4]([N+:17]([O-:19])=[O:18])[CH:3]=1.[Li+].[Cl-].O. Product: [Br:1][C:2]1[CH:7]=[CH:6][C:5]([CH2:8][C:9]([O:11][CH3:12])=[O:10])=[C:4]([N+:17]([O-:19])=[O:18])[CH:3]=1. The catalyst class is: 16. (3) Reactant: N(C(N1CCCCC1)=O)=NC(N1CCCCC1)=O.[CH2:19]([N:26]([CH3:35])[CH2:27][CH2:28][CH:29]([OH:34])[CH2:30][CH:31]([CH3:33])[CH3:32])[C:20]1[CH:25]=[CH:24][CH:23]=[CH:22][CH:21]=1.O[C:37]1[C:42]2[CH:43]=[CH:44][S:45][C:41]=2[CH:40]=[CH:39][CH:38]=1.C(P(CCCC)CCCC)CCC. Product: [S:45]1[CH:44]=[CH:43][C:42]2[C:37]([O:34][CH:29]([CH2:30][CH:31]([CH3:32])[CH3:33])[CH2:28][CH2:27][N:26]([CH2:19][C:20]3[CH:25]=[CH:24][CH:23]=[CH:22][CH:21]=3)[CH3:35])=[CH:38][CH:39]=[CH:40][C:41]1=2. The catalyst class is: 426. (4) Reactant: [Cl:1][C:2]1[N:10]=[C:9]2[C:5]([N:6]=[C:7]([CH2:12][CH:13]=O)[N:8]2[CH3:11])=[C:4]([N:15]2[CH2:20][CH2:19][O:18][CH2:17][CH2:16]2)[N:3]=1.[N:21]1([C:27]([CH3:32])([CH3:31])[C:28]([NH2:30])=[O:29])[CH2:26][CH2:25][NH:24][CH2:23][CH2:22]1.C(OC)(OC)OC.C(O)(=O)C.C(O[BH-](OC(=O)C)OC(=O)C)(=O)C.[Na+]. Product: [Cl:1][C:2]1[N:10]=[C:9]2[C:5]([N:6]=[C:7]([CH2:12][CH2:13][N:24]3[CH2:23][CH2:22][N:21]([C:27]([CH3:32])([CH3:31])[C:28]([NH2:30])=[O:29])[CH2:26][CH2:25]3)[N:8]2[CH3:11])=[C:4]([N:15]2[CH2:20][CH2:19][O:18][CH2:17][CH2:16]2)[N:3]=1. The catalyst class is: 26. (5) Reactant: CC1C=CC(C(O[C@H]([C@@H](OC(=O)C2C=CC(C)=CC=2)C(O)=O)C(O)=O)=O)=CC=1.C[O:30][C:31](=[O:70])[CH2:32][CH:33]1[C:42]2[C:37](=[C:38]([F:43])[CH:39]=[CH:40][CH:41]=2)[N:36]=[C:35]([N:44]2[CH2:49][CH2:48][N:47]([C:50]3[CH:55]=[CH:54][CH:53]=[C:52]([O:56][CH3:57])[CH:51]=3)[CH2:46][CH2:45]2)[N:34]1[C:58]1[CH:63]=[C:62]([C:64]([F:67])([F:66])[F:65])[CH:61]=[CH:60][C:59]=1[O:68][CH3:69].C(=O)(O)[O-].[Na+]. Product: [F:43][C:38]1[CH:39]=[CH:40][CH:41]=[C:42]2[C:37]=1[N:36]=[C:35]([N:44]1[CH2:45][CH2:46][N:47]([C:50]3[CH:55]=[CH:54][CH:53]=[C:52]([O:56][CH3:57])[CH:51]=3)[CH2:48][CH2:49]1)[N:34]([C:58]1[CH:63]=[C:62]([C:64]([F:67])([F:66])[F:65])[CH:61]=[CH:60][C:59]=1[O:68][CH3:69])[C@@H:33]2[CH2:32][C:31]([OH:70])=[O:30]. The catalyst class is: 13. (6) Reactant: Cl[C:2]1[C:3]([N:8]2[CH2:13][CH2:12][CH:11]([C:14]3[NH:18][C:17]4[CH:19]=[CH:20][C:21]([C:23]#[N:24])=[CH:22][C:16]=4[N:15]=3)[CH2:10][CH2:9]2)=[N:4][CH:5]=[CH:6][N:7]=1.[NH:25]1[CH2:30][CH2:29][O:28][CH2:27][CH2:26]1. Product: [N:25]1([C:2]2[C:3]([N:8]3[CH2:9][CH2:10][CH:11]([C:14]4[NH:18][C:17]5[CH:19]=[CH:20][C:21]([C:23]#[N:24])=[CH:22][C:16]=5[N:15]=4)[CH2:12][CH2:13]3)=[N:4][CH:5]=[CH:6][N:7]=2)[CH2:30][CH2:29][O:28][CH2:27][CH2:26]1. The catalyst class is: 17. (7) Reactant: O.[N:2]1(O)C2C=CC=CC=2N=[N:3]1.Cl.C(N=C=NCCCN(C)C)C.[I:24][C:25]1[C:33]2[C:28](=[CH:29][CH:30]=[C:31]([C:34](O)=[O:35])[CH:32]=2)[N:27]([S:37]([C:40]2[CH:46]=[CH:45][C:43]([CH3:44])=[CH:42][CH:41]=2)(=[O:39])=[O:38])[CH:26]=1.NN. Product: [I:24][C:25]1[C:33]2[C:28](=[CH:29][CH:30]=[C:31]([C:34]([NH:2][NH2:3])=[O:35])[CH:32]=2)[N:27]([S:37]([C:40]2[CH:46]=[CH:45][C:43]([CH3:44])=[CH:42][CH:41]=2)(=[O:39])=[O:38])[CH:26]=1. The catalyst class is: 3.